From a dataset of Full USPTO retrosynthesis dataset with 1.9M reactions from patents (1976-2016). Predict the reactants needed to synthesize the given product. (1) Given the product [CH3:32][C:33]1[O:37][C:36]([C:2]2[N:3]=[C:4]3[CH:9]=[CH:8][C:7]([N:10]4[CH2:17][C@@H:16]5[C@@H:12]([CH2:13][N:14]([CH3:18])[CH2:15]5)[CH2:11]4)=[N:6][N:5]3[C:19]=2[C:20]2[CH:25]=[CH:24][N:23]=[CH:22][CH:21]=2)=[CH:35][CH:34]=1, predict the reactants needed to synthesize it. The reactants are: Br[C:2]1[N:3]=[C:4]2[CH:9]=[CH:8][C:7]([N:10]3[CH2:17][C@@H:16]4[C@@H:12]([CH2:13][N:14]([CH3:18])[CH2:15]4)[CH2:11]3)=[N:6][N:5]2[C:19]=1[C:20]1[CH:25]=[CH:24][N:23]=[CH:22][CH:21]=1.C(=O)([O-])[O-].[Cs+].[Cs+].[CH3:32][C:33]1[O:37][C:36](B(O)O)=[CH:35][CH:34]=1.Cl. (2) Given the product [Cl:1][C:2]1[N:7]=[C:6]([Cl:8])[N:5]=[C:4]([C:9]2[CH:14]=[C:13]([Cl:15])[CH:12]=[CH:11][C:10]=2[Cl:17])[N:3]=1, predict the reactants needed to synthesize it. The reactants are: [Cl:1][C:2]1[N:7]=[C:6]([Cl:8])[N:5]=[C:4]([C:9]2[CH:14]=[C:13]([Cl:15])[CH:12]=[CH:11][C:10]=2C)[N:3]=1.[Cl:17]C1C=CC(Cl)=CC=1C(O)=O. (3) Given the product [Cl:1][C:2]1[C:18]([Cl:19])=[CH:17][C:5]([O:6][C:7]2[CH:12]=[C:11]([O:13][CH2:14][CH2:15][NH:16][S:31]([CH:30]=[CH2:29])(=[O:33])=[O:32])[CH:10]=[CH:9][N:8]=2)=[C:4]([I:20])[CH:3]=1, predict the reactants needed to synthesize it. The reactants are: [Cl:1][C:2]1[C:18]([Cl:19])=[CH:17][C:5]([O:6][C:7]2[CH:12]=[C:11]([O:13][CH2:14][CH2:15][NH2:16])[CH:10]=[CH:9][N:8]=2)=[C:4]([I:20])[CH:3]=1.CCN(CC)CC.Cl[CH2:29][CH2:30][S:31](Cl)(=[O:33])=[O:32]. (4) The reactants are: [NH2:1][CH2:2][C:3]([OH:5])=[O:4].[I:6][C:7]1[CH:15]=[CH:14][C:10]([C:11](Cl)=[O:12])=[CH:9][CH:8]=1.O.Cl. Given the product [I:6][C:7]1[CH:15]=[CH:14][C:10]([C:11](=[O:12])[NH:1][CH2:2][C:3]([OH:5])=[O:4])=[CH:9][CH:8]=1, predict the reactants needed to synthesize it. (5) Given the product [OH:37][CH2:36][C:33]1([CH2:32][C:31]2[N:38]=[C:26]([CH:12]3[CH2:13][CH:14]([C:16]4[CH:17]=[CH:18][C:19]([C:22]([F:24])([F:23])[F:25])=[CH:20][CH:21]=4)[CH2:15][N:10]([C:8]([N:5]4[CH2:6][CH2:7][CH:2]([OH:1])[CH2:3][CH2:4]4)=[O:9])[CH2:11]3)[O:28][N:30]=2)[CH2:35][CH2:34]1, predict the reactants needed to synthesize it. The reactants are: [OH:1][CH:2]1[CH2:7][CH2:6][N:5]([C:8]([N:10]2[CH2:15][CH:14]([C:16]3[CH:21]=[CH:20][C:19]([C:22]([F:25])([F:24])[F:23])=[CH:18][CH:17]=3)[CH2:13][CH:12]([C:26]([OH:28])=O)[CH2:11]2)=[O:9])[CH2:4][CH2:3]1.O[N:30]=[C:31]([NH2:38])[CH2:32][C:33]1([CH2:36][OH:37])[CH2:35][CH2:34]1. (6) The reactants are: [F:1][C:2]1[C:3]([C:17]([F:20])([F:19])[F:18])=[N:4][CH:5]=[C:6](B2OC(C)(C)C(C)(C)O2)[CH:7]=1.Br[C:22]1[C:27]([F:28])=[CH:26][N:25]=[C:24]([CH2:29][N:30]2[C:38](=[O:39])[C:37]3[C:32](=[CH:33][CH:34]=[CH:35][CH:36]=3)[C:31]2=[O:40])[CH:23]=1.C(=O)([O-])[O-].[K+].[K+].O1CCOCC1. Given the product [F:28][C:27]1[C:22]([C:6]2[CH:5]=[N:4][C:3]([C:17]([F:18])([F:19])[F:20])=[C:2]([F:1])[CH:7]=2)=[CH:23][C:24]([CH2:29][N:30]2[C:31](=[O:40])[C:32]3[C:37](=[CH:36][CH:35]=[CH:34][CH:33]=3)[C:38]2=[O:39])=[N:25][CH:26]=1, predict the reactants needed to synthesize it. (7) Given the product [CH2:1]([NH:4][C:5]1[N:6]=[C:7]([N:24]([CH3:25])[CH3:23])[C:8]2[CH:13]=[CH:12][N:11]([CH3:14])[C:9]=2[N:10]=1)[CH2:2][CH3:3], predict the reactants needed to synthesize it. The reactants are: [CH2:1]([NH:4][C:5]1[N:6]=[C:7](Cl)[C:8]2[CH:13]=[CH:12][N:11]([CH3:14])[C:9]=2[N:10]=1)[CH2:2][CH3:3].C(=O)([O-])[O-].[K+].[K+].Cl.[CH3:23][NH:24][CH3:25].O.